The task is: Predict the reactants needed to synthesize the given product.. This data is from Full USPTO retrosynthesis dataset with 1.9M reactions from patents (1976-2016). (1) Given the product [CH3:31][N:32]1[CH2:33][CH2:34][N:35]([C:38]2[CH:43]=[CH:42][C:41]([NH:44][CH:2]=[C:3]3[C:11]4[C:6](=[CH:7][C:8]([C:12]([C:14]5[CH:15]=[C:16]([NH:20][C:21]([C:23]6[N:24]([CH3:29])[N:25]=[CH:26][C:27]=6[Cl:28])=[O:22])[CH:17]=[CH:18][CH:19]=5)=[O:13])=[CH:9][CH:10]=4)[NH:5][C:4]3=[O:30])=[CH:40][CH:39]=2)[CH2:36][CH2:37]1, predict the reactants needed to synthesize it. The reactants are: O[CH:2]=[C:3]1[C:11]2[C:6](=[CH:7][C:8]([C:12]([C:14]3[CH:15]=[C:16]([NH:20][C:21]([C:23]4[N:24]([CH3:29])[N:25]=[CH:26][C:27]=4[Cl:28])=[O:22])[CH:17]=[CH:18][CH:19]=3)=[O:13])=[CH:9][CH:10]=2)[NH:5][C:4]1=[O:30].[CH3:31][N:32]1[CH2:37][CH2:36][N:35]([C:38]2[CH:43]=[CH:42][C:41]([NH2:44])=[CH:40][CH:39]=2)[CH2:34][CH2:33]1. (2) Given the product [CH3:7][N:6]1[C:5]2[CH:8]=[CH:9][CH:10]=[CH:11][C:4]=2[N:3]=[C:2]1[C:12]1([C:16]#[N:17])[CH2:15][CH2:14][CH2:13]1, predict the reactants needed to synthesize it. The reactants are: Cl[C:2]1[N:6]([CH3:7])[C:5]2[CH:8]=[CH:9][CH:10]=[CH:11][C:4]=2[N:3]=1.[CH:12]1([C:16]#[N:17])[CH2:15][CH2:14][CH2:13]1.C[Si](C)(C)[N-][Si](C)(C)C.[K+].Cl.